Dataset: Forward reaction prediction with 1.9M reactions from USPTO patents (1976-2016). Task: Predict the product of the given reaction. The product is: [F:8][C:9]1[CH:10]=[C:11]2[C:15](=[CH:16][CH:17]=1)[NH:14][CH:13]=[C:12]2[C:25](=[O:26])[CH:36]([C:37]1[CH:38]=[N:39][C:40]([O:43][CH3:44])=[CH:41][CH:42]=1)[NH:35][C:31]1[CH:32]=[N:33][CH:34]=[C:29]([O:28][CH3:27])[CH:30]=1. Given the reactants C(N(CC)CC)C.[F:8][C:9]1[CH:10]=[C:11]2[C:15](=[CH:16][CH:17]=1)[N:14](C(OC(C)(C)C)=O)[CH:13]=[C:12]2[CH:25]=[O:26].[CH3:27][O:28][C:29]1[CH:30]=[C:31]([N:35]=[CH:36][C:37]2[CH:38]=[N:39][C:40]([O:43][CH3:44])=[CH:41][CH:42]=2)[CH:32]=[N:33][CH:34]=1, predict the reaction product.